Dataset: Catalyst prediction with 721,799 reactions and 888 catalyst types from USPTO. Task: Predict which catalyst facilitates the given reaction. (1) Reactant: [S:1](Cl)(Cl)=[O:2].[OH:5][CH:6]([CH3:17])[CH2:7][CH2:8][NH:9][C:10](=[O:16])[O:11][C:12]([CH3:15])([CH3:14])[CH3:13].N1C=CC=CC=1.C(OCC)(=O)C. Product: [CH3:17][CH:6]1[O:5][S:1](=[O:2])[N:9]([C:10]([O:11][C:12]([CH3:13])([CH3:15])[CH3:14])=[O:16])[CH2:8][CH2:7]1. The catalyst class is: 616. (2) Reactant: Cl[C:2]1[N:7]=[C:6]([C:8]([NH:10][OH:11])=[NH:9])[CH:5]=[C:4]([CH3:12])[N:3]=1.[CH2:13]([NH2:16])[CH2:14][CH3:15].C([O-])([O-])=O.[Na+].[Na+]. Product: [OH:11][NH:10][C:8]([C:6]1[CH:5]=[C:4]([CH3:12])[N:3]=[C:2]([NH:16][CH2:13][CH2:14][CH3:15])[N:7]=1)=[NH:9]. The catalyst class is: 10. (3) Reactant: C(OC([N:11]1[CH2:16][CH2:15][CH:14]([N:17]([C:28]([O:30][C:31]([CH3:34])([CH3:33])[CH3:32])=[O:29])[CH2:18][CH2:19][NH:20][C:21]([O:23][C:24]([CH3:27])([CH3:26])[CH3:25])=[O:22])[CH2:13][CH2:12]1)=O)C1C=CC=CC=1. Product: [C:31]([O:30][C:28](=[O:29])[N:17]([CH2:18][CH2:19][NH:20][C:21]([O:23][C:24]([CH3:27])([CH3:26])[CH3:25])=[O:22])[CH:14]1[CH2:13][CH2:12][NH:11][CH2:16][CH2:15]1)([CH3:33])([CH3:34])[CH3:32]. The catalyst class is: 105.